Predict the reaction yield, written as a fraction of the theoretical maximum amount of product (1.0 means a 100% yield; for example, 0.34 means a 34% yield). From a dataset of Reaction yield outcomes from USPTO patents with 853,638 reactions. (1) The reactants are [NH2:1][C:2](C(Cl)(Cl)Cl)=[C:3]([C:10]#[N:11])[C:4]([O:6][CH2:7][CH:8]=[CH2:9])=O.CC([O-])=O.[K+].[OH2:21].[NH2:22][NH2:23].C(Cl)Cl. The catalyst is CN(C=O)C.C(#N)C. The product is [NH2:1][C:2]1[C:3]([C:4]([O:6][CH2:7][CH:8]=[CH2:9])=[O:21])=[C:10]([NH2:11])[NH:23][N:22]=1. The yield is 0.410. (2) The reactants are CC([O-])(C)C.[K+].CC1C=CC(S([CH2:17][N+:18]#[C-])(=O)=O)=CC=1.[F:20][C:21]1[CH:22]=[C:23]([CH:26]=[CH:27][C:28]=1[O:29][CH3:30])[CH:24]=O.CO. The catalyst is C1COCC1.O. The product is [F:20][C:21]1[CH:22]=[C:23]([CH2:24][C:17]#[N:18])[CH:26]=[CH:27][C:28]=1[O:29][CH3:30]. The yield is 0.580. (3) The reactants are [OH:1][CH2:2][CH2:3][O:4][C@H:5]1[CH2:10][CH2:9][C@H:8]([N:11]2[C:16](=[O:17])[C:15]([CH2:18][C:19]3[CH:24]=[CH:23][C:22]([C:25]4[C:26]([C:31]#[N:32])=[CH:27][CH:28]=[CH:29][CH:30]=4)=[CH:21][CH:20]=3)=[C:14]([CH2:33][CH2:34][CH3:35])[N:13]3[N:36]=[CH:37][N:38]=[C:12]23)[CH2:7][CH2:6]1.C(N(CC)CC)C.Cl. The catalyst is CS(C)=O. The product is [O:17]=[C:16]1[C:15]([CH2:18][C:19]2[CH:24]=[CH:23][C:22]([C:25]3[C:26]([C:31]#[N:32])=[CH:27][CH:28]=[CH:29][CH:30]=3)=[CH:21][CH:20]=2)=[C:14]([CH2:33][CH2:34][CH3:35])[N:13]2[N:36]=[CH:37][N:38]=[C:12]2[N:11]1[C@H:8]1[CH2:7][CH2:6][C@H:5]([O:4][CH2:3][CH:2]=[O:1])[CH2:10][CH2:9]1. The yield is 0.230. (4) The reactants are [N:1]12[CH2:8][CH2:7][C:4]([C:9]([C:17]3[CH:22]=[CH:21][CH:20]=[CH:19][CH:18]=3)([C:11]3[CH:16]=[CH:15][CH:14]=[CH:13][CH:12]=3)[OH:10])([CH2:5][CH2:6]1)[CH2:3][CH2:2]2.[F:23][C:24]1[CH:25]=[C:26]([O:30][CH2:31][CH2:32][CH2:33][Br:34])[CH:27]=[CH:28][CH:29]=1. The catalyst is CC#N. The product is [Br-:34].[F:23][C:24]1[CH:25]=[C:26]([O:30][CH2:31][CH2:32][CH2:33][N+:1]23[CH2:6][CH2:5][C:4]([C:9]([OH:10])([C:17]4[CH:22]=[CH:21][CH:20]=[CH:19][CH:18]=4)[C:11]4[CH:12]=[CH:13][CH:14]=[CH:15][CH:16]=4)([CH2:3][CH2:2]2)[CH2:7][CH2:8]3)[CH:27]=[CH:28][CH:29]=1. The yield is 0.531. (5) The reactants are [CH3:1][C@@:2]12[C:10](=[O:11])[CH2:9][CH2:8][C@H:7]1[C@@H:6]1[C:12]([CH:14]=[C:15]3[CH2:20][C@@H:19](O)[CH2:18][CH2:17][C@:16]3([CH3:22])[C@H:5]1[CH2:4][CH2:3]2)=[O:13].[CH2:23]([O:26][C:27](Cl)=[O:28])[CH:24]=[CH2:25]. The yield is 0.780. The product is [C:27]([C@H:19]1[CH2:18][CH2:17][C@@:16]2([CH3:22])[C:15](=[CH:14][C:12](=[O:13])[C@@H:6]3[C@@H:5]2[CH2:4][CH2:3][C@@:2]2([CH3:1])[C@H:7]3[CH2:8][CH2:9][C:10]2=[O:11])[CH2:20]1)([O:26][CH2:23][CH:24]=[CH2:25])=[O:28]. The catalyst is O1CCCC1.N1C=CC=CC=1. (6) The reactants are [H-].[Al+3].[Li+].[H-].[H-].[H-].[CH3:7][C:8]1[NH:9][CH:10]=[C:11]([CH3:23])[C:12]=1[CH2:13][CH2:14][C:15]([N:17]1[CH2:22][CH2:21][O:20][CH2:19][CH2:18]1)=O. The catalyst is O1CCCC1.[OH-].[Na+]. The product is [CH3:7][C:8]1[NH:9][CH:10]=[C:11]([CH3:23])[C:12]=1[CH2:13][CH2:14][CH2:15][N:17]1[CH2:18][CH2:19][O:20][CH2:21][CH2:22]1. The yield is 0.790.